This data is from Forward reaction prediction with 1.9M reactions from USPTO patents (1976-2016). The task is: Predict the product of the given reaction. (1) Given the reactants [Cl:1][C:2]1[C:8]([O:9][C:10]2[CH:15]=[CH:14][C:13]([N+:16]([O-:18])=[O:17])=[CH:12][N:11]=2)=[CH:7][C:5]([NH2:6])=[C:4]([F:19])[CH:3]=1.[F:20][C:21]([F:32])([F:31])[C:22](O[C:22](=[O:23])[C:21]([F:32])([F:31])[F:20])=[O:23], predict the reaction product. The product is: [Cl:1][C:2]1[C:8]([O:9][C:10]2[CH:15]=[CH:14][C:13]([N+:16]([O-:18])=[O:17])=[CH:12][N:11]=2)=[CH:7][C:5]([NH:6][C:22](=[O:23])[C:21]([F:32])([F:31])[F:20])=[C:4]([F:19])[CH:3]=1. (2) Given the reactants OO.[O:3]=[C:4]([CH3:19])[CH2:5][C:6]([NH:8][C:9]1[CH:14]=[CH:13][C:12]([C:15]([F:18])([F:17])[F:16])=[CH:11][CH:10]=1)=[O:7].[Br-:20].[K+].Cl, predict the reaction product. The product is: [Br:20][CH:5]([C:4](=[O:3])[CH3:19])[C:6]([NH:8][C:9]1[CH:14]=[CH:13][C:12]([C:15]([F:16])([F:17])[F:18])=[CH:11][CH:10]=1)=[O:7].